Dataset: Full USPTO retrosynthesis dataset with 1.9M reactions from patents (1976-2016). Task: Predict the reactants needed to synthesize the given product. (1) Given the product [CH3:12][S:13]([CH2:16][C:17]1[CH:22]=[CH:21][C:20]([C:2]2[C:3]3[N:4]([N:8]=[C:9]([NH2:11])[N:10]=3)[CH:5]=[CH:6][CH:7]=2)=[CH:19][CH:18]=1)(=[O:14])=[O:15], predict the reactants needed to synthesize it. The reactants are: Br[C:2]1[C:3]2[N:4]([N:8]=[C:9]([NH2:11])[N:10]=2)[CH:5]=[CH:6][CH:7]=1.[CH3:12][S:13]([CH2:16][C:17]1[CH:22]=[CH:21][C:20](B(O)O)=[CH:19][CH:18]=1)(=[O:15])=[O:14]. (2) Given the product [NH2:1][C:2]1[N:6]([C:7]2[CH:16]=[CH:15][C:10]3[NH:11][C:12]([CH3:14])=[N:13][C:9]=3[CH:8]=2)[N:5]=[CH:4][C:3]=1[C:17]([C:19]1[N:20]([S:29]([C:32]2[CH:37]=[CH:36][C:35]([CH3:38])=[CH:34][CH:33]=2)(=[O:31])=[O:30])[C:21]2[C:26]([CH:27]=1)=[CH:25][CH:24]=[C:23]([I:39])[CH:22]=2)=[O:18], predict the reactants needed to synthesize it. The reactants are: [NH2:1][C:2]1[N:6]([C:7]2[CH:16]=[CH:15][C:10]3[N:11]=[C:12]([CH3:14])[NH:13][C:9]=3[CH:8]=2)[N:5]=[CH:4][C:3]=1[C:17]([C:19]1[N:20]([S:29]([C:32]2[CH:37]=[CH:36][C:35]([CH3:38])=[CH:34][CH:33]=2)(=[O:31])=[O:30])[C:21]2[C:26]([CH:27]=1)=[CH:25][CH:24]=[C:23](Br)[CH:22]=2)=[O:18].[I-:39].[Na+].CN[C@@H]1CCCC[C@H]1NC.N. (3) Given the product [CH3:18][O:19][C:20]1[CH:21]=[C:22]2[C:27](=[CH:28][C:29]=1[CH:1]=[O:2])[C:26]([CH3:34])([C:30]([F:33])([F:31])[F:32])[O:25][CH2:24][CH2:23]2, predict the reactants needed to synthesize it. The reactants are: [CH3:1][O:2]C1C=C2C(C(C(F)(F)F)OC2)=CC=1C=O.[CH3:18][O:19][C:20]1[CH:21]=[C:22]2[C:27](=[CH:28][CH:29]=1)[C:26]([CH3:34])([C:30]([F:33])([F:32])[F:31])[O:25][CH2:24][CH2:23]2. (4) Given the product [CH3:35][CH2:37]/[CH:38]=[CH:39]\[CH2:40]/[CH:41]=[CH:42]\[CH2:43]/[CH:44]=[CH:45]\[CH2:1][CH2:2][CH2:3][CH2:4][CH2:5][CH2:6][CH2:7][C:8]([O:10][CH2:11][CH:12]([CH2:13][O:14][C:15]([CH2:17][CH2:18][CH2:19][CH2:20][CH2:21][CH2:22][CH2:23]/[CH:63]=[CH:62]\[CH2:61]/[CH:60]=[CH:59]\[CH2:58]/[CH:57]=[CH:56]\[CH2:78][CH3:79])=[O:16])[O:24][C:25]([CH2:27][CH2:28][CH2:29][CH2:30][CH2:31][CH2:32][CH2:33]/[CH:141]=[CH:143]\[CH2:144]/[CH:145]=[CH:146]\[CH2:147]/[CH:148]=[CH:149]\[CH2:150][CH3:151])=[O:26])=[O:9], predict the reactants needed to synthesize it. The reactants are: [CH3:1][CH2:2][CH2:3][CH2:4][CH2:5][CH2:6][CH2:7][C:8]([O:10][CH2:11][CH:12]([O:24][C:25]([CH2:27][CH2:28][CH2:29][CH2:30][CH2:31][CH2:32][CH3:33])=[O:26])[CH2:13][O:14][C:15]([CH2:17][CH2:18][CH2:19][CH2:20][CH2:21][CH2:22][CH3:23])=[O:16])=[O:9].[O-][C:35]([CH2:37][CH2:38][CH2:39][CH2:40][CH2:41][CH2:42][CH2:43][CH2:44][CH3:45])=O.CCCCCCCC(O[CH:56]([C:78](OC(CCCCCCC)=O)(OC(CCCCCCC)=O)[C:79](OCC(O)CO)=O)[CH2:57][CH2:58][CH2:59][CH2:60][CH2:61][CH2:62][CH2:63]CCCCCCCCCCCC(O)=O)=O.CCCCCCCC(OCC(OC(CCCCCCC)=O)COC(CCCCCCC)=O)=O.[O-][C:141]([CH2:143][CH2:144][CH2:145][CH2:146][CH2:147][CH2:148][CH2:149][CH2:150][CH3:151])=O.C([O-])(=O)CCCCCCC/C=C\C/C=C\CCCCC.CCCCCCCC(OCC(OC(CCCCCCC)=O)COC(CCCCCCC)=O)=O.[O-]C(CCCCCCCCC)=O.C([O-])(=O)CCCCCCCCCCCCCCCCC.